Dataset: Catalyst prediction with 721,799 reactions and 888 catalyst types from USPTO. Task: Predict which catalyst facilitates the given reaction. Reactant: C(OC([N:8]1[CH2:13][CH2:12][N:11]([CH2:14][C:15]2[CH:20]=[C:19]([O:21][Si:22]([C:35]([CH3:38])([CH3:37])[CH3:36])([C:29]3[CH:34]=[CH:33][CH:32]=[CH:31][CH:30]=3)[C:23]3[CH:28]=[CH:27][CH:26]=[CH:25][CH:24]=3)[CH:18]=[CH:17][C:16]=2[F:39])[C:10](=[O:40])[CH2:9]1)=O)(C)(C)C.FC(F)(F)C(O)=O.C(=O)(O)[O-].[Na+]. Product: [F:39][C:16]1[CH:17]=[CH:18][C:19]([O:21][Si:22]([C:35]([CH3:38])([CH3:37])[CH3:36])([C:23]2[CH:28]=[CH:27][CH:26]=[CH:25][CH:24]=2)[C:29]2[CH:34]=[CH:33][CH:32]=[CH:31][CH:30]=2)=[CH:20][C:15]=1[CH2:14][N:11]1[CH2:12][CH2:13][NH:8][CH2:9][C:10]1=[O:40]. The catalyst class is: 2.